Task: Predict the reactants needed to synthesize the given product.. Dataset: Full USPTO retrosynthesis dataset with 1.9M reactions from patents (1976-2016) (1) Given the product [N:28]([CH2:19][CH2:18][CH:9]1[C:10]2[C:15](=[CH:14][CH:13]=[CH:12][CH:11]=2)[C:16](=[O:17])[N:8]1[CH2:1][C:2]1[CH:3]=[CH:4][CH:5]=[CH:6][CH:7]=1)=[N+:29]=[N-:30], predict the reactants needed to synthesize it. The reactants are: [CH2:1]([N:8]1[C:16](=[O:17])[C:15]2[C:10](=[CH:11][CH:12]=[CH:13][CH:14]=2)[CH:9]1[CH2:18][CH2:19]C(NC1SC=CN=1)=O)[C:2]1[CH:7]=[CH:6][CH:5]=[CH:4][CH:3]=1.[N-:28]=[N+:29]=[N-:30].[Na+].C([O-])([O-])=O.[K+].[K+].O. (2) Given the product [Br:1][C:2]1[CH:3]=[C:4]([C:13]([NH:17][CH2:18][CH:19]2[CH2:21][CH2:20]2)=[O:15])[C:5](=[O:12])[NH:6][C:7]=1[C:8]([Cl:11])([F:9])[F:10], predict the reactants needed to synthesize it. The reactants are: [Br:1][C:2]1[CH:3]=[C:4]([C:13]([O:15]C)=O)[C:5](=[O:12])[NH:6][C:7]=1[C:8]([Cl:11])([F:10])[F:9].[NH2:17][CH2:18][CH:19]1[CH2:21][CH2:20]1.Cl. (3) Given the product [Cl:15][C:11]1[CH:10]=[C:9]([C:7]2[CH:6]=[C:5]([N:16]3[CH2:21][CH2:20][N:19]([C:22]4[C:27]([C:28]([F:31])([F:30])[F:29])=[CH:26][CH:25]=[CH:24][N:23]=4)[CH2:18][CH2:17]3)[N:4]=[C:3]([CH2:2][N:34]([CH2:35][CH3:36])[CH2:32][CH3:33])[N:8]=2)[CH:14]=[CH:13][CH:12]=1, predict the reactants needed to synthesize it. The reactants are: Br[CH2:2][C:3]1[N:8]=[C:7]([C:9]2[CH:14]=[CH:13][CH:12]=[C:11]([Cl:15])[CH:10]=2)[CH:6]=[C:5]([N:16]2[CH2:21][CH2:20][N:19]([C:22]3[C:27]([C:28]([F:31])([F:30])[F:29])=[CH:26][CH:25]=[CH:24][N:23]=3)[CH2:18][CH2:17]2)[N:4]=1.[CH2:32]([NH:34][CH2:35][CH3:36])[CH3:33].CC(N(C)C)=O.